From a dataset of Peptide-MHC class I binding affinity with 185,985 pairs from IEDB/IMGT. Regression. Given a peptide amino acid sequence and an MHC pseudo amino acid sequence, predict their binding affinity value. This is MHC class I binding data. (1) The binding affinity (normalized) is 0.399. The MHC is HLA-A03:01 with pseudo-sequence HLA-A03:01. The peptide sequence is FLFILLLCL. (2) The peptide sequence is RTLRVLNLV. The MHC is HLA-B07:02 with pseudo-sequence HLA-B07:02. The binding affinity (normalized) is 0.210. (3) The peptide sequence is FVFLVLAGR. The MHC is HLA-A68:02 with pseudo-sequence HLA-A68:02. The binding affinity (normalized) is 0.783. (4) The peptide sequence is IVRTMPNESR. The MHC is HLA-A31:01 with pseudo-sequence HLA-A31:01. The binding affinity (normalized) is 0.216. (5) The peptide sequence is LEFNSSLAI. The MHC is HLA-A03:01 with pseudo-sequence HLA-A03:01. The binding affinity (normalized) is 0.0847.